Dataset: NCI-60 drug combinations with 297,098 pairs across 59 cell lines. Task: Regression. Given two drug SMILES strings and cell line genomic features, predict the synergy score measuring deviation from expected non-interaction effect. (1) Drug 1: COC1=NC(=NC2=C1N=CN2C3C(C(C(O3)CO)O)O)N. Drug 2: C1=CC=C(C(=C1)C(C2=CC=C(C=C2)Cl)C(Cl)Cl)Cl. Cell line: K-562. Synergy scores: CSS=49.4, Synergy_ZIP=9.90, Synergy_Bliss=6.03, Synergy_Loewe=-13.7, Synergy_HSA=3.55. (2) Drug 1: CCC1=CC2CC(C3=C(CN(C2)C1)C4=CC=CC=C4N3)(C5=C(C=C6C(=C5)C78CCN9C7C(C=CC9)(C(C(C8N6C)(C(=O)OC)O)OC(=O)C)CC)OC)C(=O)OC.C(C(C(=O)O)O)(C(=O)O)O. Drug 2: C1=CN(C(=O)N=C1N)C2C(C(C(O2)CO)O)O.Cl. Cell line: SF-295. Synergy scores: CSS=39.1, Synergy_ZIP=-3.46, Synergy_Bliss=-2.44, Synergy_Loewe=-1.63, Synergy_HSA=1.27. (3) Drug 1: CC1=C(C=C(C=C1)C(=O)NC2=CC(=CC(=C2)C(F)(F)F)N3C=C(N=C3)C)NC4=NC=CC(=N4)C5=CN=CC=C5. Drug 2: CC(C)NC(=O)C1=CC=C(C=C1)CNNC.Cl. Cell line: ACHN. Synergy scores: CSS=-2.34, Synergy_ZIP=5.02, Synergy_Bliss=4.60, Synergy_Loewe=-3.68, Synergy_HSA=-3.67.